Dataset: NCI-60 drug combinations with 297,098 pairs across 59 cell lines. Task: Regression. Given two drug SMILES strings and cell line genomic features, predict the synergy score measuring deviation from expected non-interaction effect. (1) Drug 1: CCC1(CC2CC(C3=C(CCN(C2)C1)C4=CC=CC=C4N3)(C5=C(C=C6C(=C5)C78CCN9C7C(C=CC9)(C(C(C8N6C=O)(C(=O)OC)O)OC(=O)C)CC)OC)C(=O)OC)O.OS(=O)(=O)O. Drug 2: CCC1=C2CN3C(=CC4=C(C3=O)COC(=O)C4(CC)O)C2=NC5=C1C=C(C=C5)O. Cell line: SR. Synergy scores: CSS=63.6, Synergy_ZIP=1.37, Synergy_Bliss=1.50, Synergy_Loewe=-0.623, Synergy_HSA=3.22. (2) Drug 1: CN(C)C1=NC(=NC(=N1)N(C)C)N(C)C. Drug 2: CC(C1=C(C=CC(=C1Cl)F)Cl)OC2=C(N=CC(=C2)C3=CN(N=C3)C4CCNCC4)N. Cell line: NCI/ADR-RES. Synergy scores: CSS=-0.249, Synergy_ZIP=1.49, Synergy_Bliss=2.13, Synergy_Loewe=0.707, Synergy_HSA=-0.128. (3) Drug 1: C1=NC2=C(N=C(N=C2N1C3C(C(C(O3)CO)O)O)F)N. Drug 2: B(C(CC(C)C)NC(=O)C(CC1=CC=CC=C1)NC(=O)C2=NC=CN=C2)(O)O. Cell line: SK-MEL-28. Synergy scores: CSS=29.2, Synergy_ZIP=-1.31, Synergy_Bliss=-3.12, Synergy_Loewe=-51.1, Synergy_HSA=-4.37. (4) Drug 1: C1=CC(=C2C(=C1NCCNCCO)C(=O)C3=C(C=CC(=C3C2=O)O)O)NCCNCCO. Drug 2: CC(C1=C(C=CC(=C1Cl)F)Cl)OC2=C(N=CC(=C2)C3=CN(N=C3)C4CCNCC4)N. Cell line: SF-539. Synergy scores: CSS=33.2, Synergy_ZIP=-0.889, Synergy_Bliss=-1.45, Synergy_Loewe=-14.9, Synergy_HSA=-0.685. (5) Drug 1: CC1=C2C(C(=O)C3(C(CC4C(C3C(C(C2(C)C)(CC1OC(=O)C(C(C5=CC=CC=C5)NC(=O)OC(C)(C)C)O)O)OC(=O)C6=CC=CC=C6)(CO4)OC(=O)C)O)C)O. Drug 2: COC1=C2C(=CC3=C1OC=C3)C=CC(=O)O2. Cell line: ACHN. Synergy scores: CSS=4.76, Synergy_ZIP=-7.10, Synergy_Bliss=-14.4, Synergy_Loewe=-87.8, Synergy_HSA=-13.1. (6) Drug 1: CC1=C(C=C(C=C1)NC(=O)C2=CC=C(C=C2)CN3CCN(CC3)C)NC4=NC=CC(=N4)C5=CN=CC=C5. Drug 2: CCC1(CC2CC(C3=C(CCN(C2)C1)C4=CC=CC=C4N3)(C5=C(C=C6C(=C5)C78CCN9C7C(C=CC9)(C(C(C8N6C)(C(=O)OC)O)OC(=O)C)CC)OC)C(=O)OC)O.OS(=O)(=O)O. Cell line: SN12C. Synergy scores: CSS=-4.12, Synergy_ZIP=2.23, Synergy_Bliss=3.18, Synergy_Loewe=-5.57, Synergy_HSA=-4.67. (7) Drug 1: COC1=C(C=C2C(=C1)N=CN=C2NC3=CC(=C(C=C3)F)Cl)OCCCN4CCOCC4. Drug 2: C1=C(C(=O)NC(=O)N1)F. Cell line: COLO 205. Synergy scores: CSS=68.6, Synergy_ZIP=3.25, Synergy_Bliss=2.26, Synergy_Loewe=4.25, Synergy_HSA=6.12.